Dataset: Full USPTO retrosynthesis dataset with 1.9M reactions from patents (1976-2016). Task: Predict the reactants needed to synthesize the given product. (1) The reactants are: Cl[C:2]1[N:7]=[C:6]([C:8]2[C:9]([C:17]3[CH:18]=[C:19]([NH:23][C:24](=[O:33])[C:25]4[C:30](F)=[CH:29][CH:28]=[CH:27][C:26]=4F)[CH:20]=[CH:21][CH:22]=3)=[N:10][N:11]3[CH:16]=[CH:15][CH:14]=[CH:13][C:12]=23)[CH:5]=[CH:4][N:3]=1.[NH2:34][C:35]1[CH:40]=[CH:39][CH:38]=[CH:37][CH:36]=1. Given the product [CH2:2]1[C:39]2[C:38](=[CH:37][CH:36]=[C:35]([NH:34][C:2]3[N:7]=[C:6]([C:8]4[C:9]([C:17]5[CH:18]=[C:19]([NH:23][C:24](=[O:33])[C:25]6[CH:30]=[CH:29][CH:28]=[CH:27][CH:26]=6)[CH:20]=[CH:21][CH:22]=5)=[N:10][N:11]5[CH:16]=[CH:15][CH:14]=[CH:13][C:12]=45)[CH:5]=[CH:4][N:3]=3)[CH:40]=2)[CH2:5][CH2:4][NH:3]1, predict the reactants needed to synthesize it. (2) Given the product [O:11]=[S:10]1(=[O:12])[C:5]2[CH:6]=[CH:7][CH:8]=[CH:9][C:4]=2[NH:1][C:38](=[O:39])[N:14]1[C:15]1[CH:16]=[C:17]([CH2:23][NH:24][C:25](=[O:31])[O:26][C:27]([CH3:28])([CH3:30])[CH3:29])[C:18]([O:21][CH3:22])=[N:19][CH:20]=1, predict the reactants needed to synthesize it. The reactants are: [N+:1]([C:4]1[CH:9]=[CH:8][CH:7]=[CH:6][C:5]=1[S:10](Cl)(=[O:12])=[O:11])([O-])=O.[NH2:14][C:15]1[CH:16]=[C:17]([CH2:23][NH:24][C:25](=[O:31])[O:26][C:27]([CH3:30])([CH3:29])[CH3:28])[C:18]([O:21][CH3:22])=[N:19][CH:20]=1.N1C=CC=CC=1.[C:38](N1C=CN=C1)(N1C=CN=C1)=[O:39].C(N(CC)CC)C. (3) Given the product [CH2:1]([O:8][C:9]1[CH:14]=[CH:13][C:12]([CH:15]([CH2:19][CH:20]2[CH2:21][CH2:22][CH2:23][CH2:24]2)[C:16]([NH:31][C:32]2[S:33][CH:34]=[CH:35][N:36]=2)=[O:18])=[CH:11][CH:10]=1)[C:2]1[CH:7]=[CH:6][CH:5]=[CH:4][CH:3]=1, predict the reactants needed to synthesize it. The reactants are: [CH2:1]([O:8][C:9]1[CH:14]=[CH:13][C:12]([CH:15]([CH2:19][CH:20]2[CH2:24][CH2:23][CH2:22][CH2:21]2)[C:16]([OH:18])=O)=[CH:11][CH:10]=1)[C:2]1[CH:7]=[CH:6][CH:5]=[CH:4][CH:3]=1.C(Cl)(=O)C(Cl)=O.[NH2:31][C:32]1[S:33][CH:34]=[CH:35][N:36]=1.C(N(CC)C(C)C)(C)C.